This data is from Reaction yield outcomes from USPTO patents with 853,638 reactions. The task is: Predict the reaction yield, written as a fraction of the theoretical maximum amount of product (1.0 means a 100% yield; for example, 0.34 means a 34% yield). (1) The reactants are C([N:8]1[CH2:12][CH2:11][CH:10]([C@@H:13]2[CH2:15][C@@H:14]2[C:16]([O:18][C:19]([CH3:22])([CH3:21])[CH3:20])=[O:17])[C:9]1=S)C1C=CC=CC=1.Cl[C:25]([O:27][CH2:28][C:29]1[CH:34]=[CH:33][CH:32]=[CH:31][CH:30]=1)=[O:26]. The catalyst is ClCCl. The product is [CH2:28]([O:27][C:25]([N:8]1[CH2:12][CH2:11][CH:10]([C@H:13]2[CH2:15][C@@H:14]2[C:16]([O:18][C:19]([CH3:22])([CH3:21])[CH3:20])=[O:17])[CH2:9]1)=[O:26])[C:29]1[CH:34]=[CH:33][CH:32]=[CH:31][CH:30]=1. The yield is 0.640. (2) The yield is 0.900. The product is [C:2]1([S:8]([OH:11])(=[O:10])=[O:9])[CH:7]=[CH:6][CH:5]=[CH:4][CH:3]=1. The reactants are [Na+].[C:2]1([S:8]([O-:11])(=[O:10])=[O:9])[CH:7]=[CH:6][CH:5]=[CH:4][CH:3]=1.Cl. No catalyst specified.